This data is from Forward reaction prediction with 1.9M reactions from USPTO patents (1976-2016). The task is: Predict the product of the given reaction. (1) Given the reactants Br[C:2]1[CH:7]=[CH:6][CH:5]=[C:4]([F:8])[N:3]=1.CC1(C)C(C)(C)OB([C:17]2[CH:22]=[CH:21][N:20]=[C:19]3[N:23]([S:26]([C:29]4[CH:34]=[CH:33][C:32]([CH3:35])=[CH:31][CH:30]=4)(=[O:28])=[O:27])[CH:24]=[CH:25][C:18]=23)O1.C([O-])([O-])=O.[Na+].[Na+], predict the reaction product. The product is: [F:8][C:4]1[N:3]=[C:2]([C:17]2[CH:22]=[CH:21][N:20]=[C:19]3[N:23]([S:26]([C:29]4[CH:34]=[CH:33][C:32]([CH3:35])=[CH:31][CH:30]=4)(=[O:27])=[O:28])[CH:24]=[CH:25][C:18]=23)[CH:7]=[CH:6][CH:5]=1. (2) Given the reactants F[C:2]1[CH:7]=[C:6]([C:8]2[C:16]3[C:11](=[N:12][CH:13]=[CH:14][CH:15]=3)[NH:10][CH:9]=2)[CH:5]=[C:4]([F:17])[N:3]=1.[C@H:18]1([NH2:25])[CH2:23][CH2:22][C@H:21]([NH2:24])[CH2:20][CH2:19]1, predict the reaction product. The product is: [F:17][C:4]1[N:3]=[C:2]([NH:24][C@H:21]2[CH2:22][CH2:23][C@H:18]([NH2:25])[CH2:19][CH2:20]2)[CH:7]=[C:6]([C:8]2[C:16]3[C:11](=[N:12][CH:13]=[CH:14][CH:15]=3)[NH:10][CH:9]=2)[CH:5]=1. (3) Given the reactants [ClH:1].Cl.[CH2:3](OC1C=CC(C2(O)CCCCC2CCN2CCN(C)CC2)=CC=1F)C1C=CC=CC=1.Cl.Cl.[CH2:36]([O:43][C:44]1[CH:49]=[CH:48][C:47]([CH:50]([C:58]2([OH:64])[CH2:63][CH2:62][CH2:61][CH2:60][CH2:59]2)[CH2:51][N:52]2[CH2:57][CH2:56][NH:55][CH2:54][CH2:53]2)=[CH:46][C:45]=1[F:65])[C:37]1[CH:42]=[CH:41][CH:40]=[CH:39][CH:38]=1, predict the reaction product. The product is: [ClH:1].[ClH:1].[CH2:36]([O:43][C:44]1[CH:49]=[CH:48][C:47]([CH:50]([C:58]2([OH:64])[CH2:59][CH2:60][CH2:61][CH2:62][CH2:63]2)[CH2:51][N:52]2[CH2:57][CH2:56][N:55]([CH3:3])[CH2:54][CH2:53]2)=[CH:46][C:45]=1[F:65])[C:37]1[CH:42]=[CH:41][CH:40]=[CH:39][CH:38]=1. (4) Given the reactants [N+:1]([C:4]1[CH:9]=[CH:8][C:7]([O:10][CH2:11][C:12]#[CH:13])=[CH:6][CH:5]=1)([O-:3])=[O:2].[N-:14]=[N+:15]=[N-:16].[Na+].[CH2:18](I)[C:19]1[CH:24]=[CH:23][CH:22]=[CH:21][CH:20]=1.CCN(CC)CC.N1CCC[C@H]1C(O)=O, predict the reaction product. The product is: [CH2:18]([N:14]1[CH:13]=[C:12]([CH2:11][O:10][C:7]2[CH:6]=[CH:5][C:4]([N+:1]([O-:3])=[O:2])=[CH:9][CH:8]=2)[N:16]=[N:15]1)[C:19]1[CH:24]=[CH:23][CH:22]=[CH:21][CH:20]=1.